This data is from Reaction yield outcomes from USPTO patents with 853,638 reactions. The task is: Predict the reaction yield, written as a fraction of the theoretical maximum amount of product (1.0 means a 100% yield; for example, 0.34 means a 34% yield). (1) The reactants are [CH3:1][C@@H:2]1[O:7][C@@H:6]([O:8][C@@H:9]2[C:14]3=[C:15]([OH:32])[C:16]4[C:28](=[O:29])[C:27]5[C:22](=[CH:23][CH:24]=[CH:25][C:26]=5[O:30][CH3:31])[C:20](=[O:21])[C:17]=4[C:18]([OH:19])=[C:13]3[CH2:12][C@@:11]([OH:37])([C:33]([CH2:35][OH:36])=[O:34])[CH2:10]2)[CH2:5][C@H:4]([NH2:38])[C@@H:3]1[OH:39].Cl.CC(C)([O-])C.[K+].[C:47]1([CH3:57])[CH:52]=[CH:51][C:50]([S:53]([OH:56])(=[O:55])=[O:54])=[CH:49][CH:48]=1. The catalyst is C1COCC1. The product is [CH3:1][C@@H:2]1[O:7][C@@H:6]([O:8][C@@H:9]2[C:14]3=[C:15]([OH:32])[C:16]4[C:28](=[O:29])[C:27]5[C:22](=[CH:23][CH:24]=[CH:25][C:26]=5[O:30][CH3:31])[C:20](=[O:21])[C:17]=4[C:18]([OH:19])=[C:13]3[CH2:12][C@@:11]([OH:37])([C:33]([CH2:35][OH:36])=[O:34])[CH2:10]2)[CH2:5][C@H:4]([NH2:38])[C@@H:3]1[OH:39].[S:53]([C:50]1[CH:51]=[CH:52][C:47]([CH3:57])=[CH:48][CH:49]=1)([O-:56])(=[O:55])=[O:54]. The yield is 0.970. (2) The reactants are [CH3:1][CH2:2][O:3][C:4]([CH:6](P(OCC)(OCC)=O)[F:7])=[O:5].C([Mg]Cl)(C)C.[CH2:21]([CH:23]([O:26][Si:27]([C:40]([CH3:43])([CH3:42])[CH3:41])([C:34]1[CH:39]=[CH:38][CH:37]=[CH:36][CH:35]=1)[C:28]1[CH:33]=[CH:32][CH:31]=[CH:30][CH:29]=1)C=O)C. The catalyst is C1COCC1. The product is [Si:27]([O:26][CH2:23]/[CH:21]=[C:6](/[F:7])\[C:4]([O:3][CH2:2][CH3:1])=[O:5])([C:40]([CH3:41])([CH3:42])[CH3:43])([C:34]1[CH:35]=[CH:36][CH:37]=[CH:38][CH:39]=1)[C:28]1[CH:33]=[CH:32][CH:31]=[CH:30][CH:29]=1. The yield is 0.580. (3) The reactants are [C:1]12([CH2:11][O:12][C:13]3[CH:20]=[CH:19][C:16]([C:17]#[N:18])=[CH:15][C:14]=3Br)[CH2:10][CH:5]3[CH2:6][CH:7]([CH2:9][CH:3]([CH2:4]3)[CH2:2]1)[CH2:8]2.C(=O)([O-])[O-].[K+].[K+].[CH3:28][O:29][C:30]1[C:35](B(O)O)=[CH:34][CH:33]=[CH:32][N:31]=1. The catalyst is O1CCOCC1.C1C=CC([P]([Pd]([P](C2C=CC=CC=2)(C2C=CC=CC=2)C2C=CC=CC=2)([P](C2C=CC=CC=2)(C2C=CC=CC=2)C2C=CC=CC=2)[P](C2C=CC=CC=2)(C2C=CC=CC=2)C2C=CC=CC=2)(C2C=CC=CC=2)C2C=CC=CC=2)=CC=1. The product is [C:1]12([CH2:11][O:12][C:13]3[CH:20]=[CH:19][C:16]([C:17]#[N:18])=[CH:15][C:14]=3[C:35]3[C:30]([O:29][CH3:28])=[N:31][CH:32]=[CH:33][CH:34]=3)[CH2:10][CH:5]3[CH2:6][CH:7]([CH2:9][CH:3]([CH2:4]3)[CH2:2]1)[CH2:8]2. The yield is 0.980. (4) The reactants are [CH3:1][C:2]1[N:7]=[C:6]([C:8]2[NH:12][C:11]([CH2:13][C:14]3[CH:15]=[C:16]([CH:20]=[CH:21][CH:22]=3)[C:17](N)=[O:18])=[N:10][C:9]=2[C:23]2[CH:24]=[C:25]3[C:30](=[CH:31][CH:32]=2)[N:29]=[CH:28][CH:27]=[CH:26]3)[CH:5]=[CH:4][CH:3]=1.[OH-:33].[Na+]. The catalyst is Cl. The product is [CH3:1][C:2]1[N:7]=[C:6]([C:8]2[NH:12][C:11]([CH2:13][C:14]3[CH:15]=[C:16]([CH:20]=[CH:21][CH:22]=3)[C:17]([OH:33])=[O:18])=[N:10][C:9]=2[C:23]2[CH:24]=[C:25]3[C:30](=[CH:31][CH:32]=2)[N:29]=[CH:28][CH:27]=[CH:26]3)[CH:5]=[CH:4][CH:3]=1. The yield is 0.690. (5) The reactants are [Cl:1][C:2]1[N:7]=[C:6]([C:8]2[S:12][C:11]([CH:13]([CH3:15])[CH3:14])=[N:10][C:9]=2[C:16]2[CH:17]=[C:18]([NH:22][S:23]([C:26]3[C:31](F)=CC=C[C:27]=3F)(=[O:25])=[O:24])[CH:19]=[CH:20][CH:21]=2)[CH:5]=[CH:4][N:3]=1.ClC1N=C(C2SC(C(C)C)=NC=2C2C=C(C=CC=2)N)C=CN=1.[CH3:56][N:57]1C=C(S(Cl)(=O)=O)C=[N:58]1. No catalyst specified. The product is [Cl:1][C:2]1[N:7]=[C:6]([C:8]2[S:12][C:11]([CH:13]([CH3:15])[CH3:14])=[N:10][C:9]=2[C:16]2[CH:17]=[C:18]([NH:22][S:23]([C:26]3[CH:31]=[N:58][N:57]([CH3:56])[CH:27]=3)(=[O:24])=[O:25])[CH:19]=[CH:20][CH:21]=2)[CH:5]=[CH:4][N:3]=1. The yield is 0.586. (6) The reactants are [N:1]1([C:6]([C:8]2[S:12][C:11]([C:13]3(O)[CH2:22][CH2:21][C:16]4([O:20][CH2:19][CH2:18][O:17]4)[CH2:15][CH2:14]3)=[N:10][CH:9]=2)=[O:7])[CH2:5][CH2:4][CH2:3][CH2:2]1.S(Cl)([Cl:26])=O. The catalyst is N1C=CC=CC=1. The product is [Cl:26][C:13]1([C:11]2[S:12][C:8]([C:6]([N:1]3[CH2:5][CH2:4][CH2:3][CH2:2]3)=[O:7])=[CH:9][N:10]=2)[CH2:22][CH2:21][C:16]2([O:20][CH2:19][CH2:18][O:17]2)[CH2:15][CH2:14]1. The yield is 0.530.